From a dataset of Reaction yield outcomes from USPTO patents with 853,638 reactions. Predict the reaction yield, written as a fraction of the theoretical maximum amount of product (1.0 means a 100% yield; for example, 0.34 means a 34% yield). (1) The reactants are [CH3:1][O:2][C:3]1[CH:8]=[CH:7][CH:6]=[C:5]([O:9][CH3:10])[C:4]=1[N:11]1[C:20](=[O:21])[C:19]2[C:14](=[CH:15][CH:16]=[CH:17][CH:18]=2)[N:13]=[C:12]1[CH3:22].OC1C(OC)=C(C=CC=1)C=O.[OH:34][C:35]1[C:42]([O:43][CH3:44])=[CH:41][CH:40]=[CH:39][C:36]=1[CH:37]=O. The catalyst is CC(O)=O. The product is [CH3:1][O:2][C:3]1[CH:8]=[CH:7][CH:6]=[C:5]([O:9][CH3:10])[C:4]=1[N:11]1[C:20](=[O:21])[C:19]2[C:14](=[CH:15][CH:16]=[CH:17][CH:18]=2)[N:13]=[C:12]1/[CH:22]=[CH:37]/[C:36]1[CH:39]=[CH:40][CH:41]=[C:42]([O:43][CH3:44])[C:35]=1[OH:34]. The yield is 0.400. (2) The reactants are [CH2:1]([C:5]1[N:6]=[C:7]([CH2:27][O:28][CH3:29])[NH:8][C:9](=[O:26])[C:10]=1[CH2:11][C:12]1[CH:17]=[CH:16][C:15]([C:18]2[C:19]([C:24]#[N:25])=[CH:20][CH:21]=[CH:22][CH:23]=2)=[CH:14][CH:13]=1)[CH2:2][CH2:3][CH3:4].[CH2:30](Br)[C:31]1[CH:36]=[CH:35][CH:34]=[CH:33][CH:32]=1.C(=O)([O-])[O-].[Cs+].[Cs+]. The catalyst is CN(C)C(=O)C.C(OCC)(=O)C. The product is [CH2:30]([N:8]1[C:9](=[O:26])[C:10]([CH2:11][C:12]2[CH:17]=[CH:16][C:15]([C:18]3[C:19]([C:24]#[N:25])=[CH:20][CH:21]=[CH:22][CH:23]=3)=[CH:14][CH:13]=2)=[C:5]([CH2:1][CH2:2][CH2:3][CH3:4])[N:6]=[C:7]1[CH2:27][O:28][CH3:29])[C:31]1[CH:36]=[CH:35][CH:34]=[CH:33][CH:32]=1. The yield is 0.320. (3) The reactants are ClC(C1C=CC=CC=1)(C1C=CC=CC=1)C1C=CC=CC=1.[NH:21](C(OCC1C2C(=CC=CC=2)C2C1=CC=CC=2)=O)[C@H:22]([C:28]([O:30]C(C)(C)C)=[O:29])[CH2:23][CH2:24][C:25](=[O:27])[OH:26].CCN(C(C)C)C(C)C.C(O)(=O)CCCCCCCCCCCCCCC.C1C=CC2N(O)N=NC=2C=1.C1(N=C=NC2CCCCC2)CCCCC1. The catalyst is C(Cl)Cl.C(O)(=O)C.CN1CCCC1=O. The product is [NH2:21][C@H:22]([C:28]([OH:30])=[O:29])[CH2:23][CH2:24][C:25]([OH:27])=[O:26]. The yield is 0.660. (4) The reactants are [OH:1][CH2:2][CH2:3]/[CH:4]=[CH:5]/[CH2:6][C:7]([NH:9][C:10]1[CH:15]=[CH:14][CH:13]=[CH:12][C:11]=1[NH:16][C:17](=[O:23])[O:18][C:19]([CH3:22])([CH3:21])[CH3:20])=[O:8].C(N(CC)CC)C.[CH3:31][S:32](Cl)(=[O:34])=[O:33].O. The yield is 0.900. The product is [CH3:31][S:32]([O:1][CH2:2][CH2:3]/[CH:4]=[CH:5]/[CH2:6][C:7]([NH:9][C:10]1[CH:15]=[CH:14][CH:13]=[CH:12][C:11]=1[NH:16][C:17]([O:18][C:19]([CH3:20])([CH3:22])[CH3:21])=[O:23])=[O:8])(=[O:34])=[O:33]. The catalyst is C(Cl)Cl. (5) The reactants are [NH:1]1[C:9]2[CH:8]=[CH:7][CH:6]=[C:5]([C:10]([O:12][CH3:13])=[O:11])[C:4]=2[CH:3]=[CH:2]1.P([O-])([O-])([O-])=O.[K+].[K+].[K+].CNCCNC.N1CCC[C@H]1C(O)=O.Br[C:37]1[CH:42]=[CH:41][C:40]([F:43])=[CH:39][CH:38]=1. The catalyst is CS(C)=O.O1CCOCC1.[Cu](I)I. The product is [F:43][C:40]1[CH:41]=[CH:42][C:37]([N:1]2[C:9]3[CH:8]=[CH:7][CH:6]=[C:5]([C:10]([O:12][CH3:13])=[O:11])[C:4]=3[CH:3]=[CH:2]2)=[CH:38][CH:39]=1. The yield is 0.680. (6) The reactants are Br.[NH2:2][C:3]1[C:4]([OH:17])=[C:5]([C:9]2[S:13][C:12]([C:14]([OH:16])=[O:15])=[CH:11][CH:10]=2)[CH:6]=[CH:7][CH:8]=1.[N:18]([O-])=O.[Na+].[CH2:22]1[C:30]2[C:25](=[CH:26][C:27]([N:31]3[C:35](=[O:36])[CH2:34][C:33]([CH3:37])=[N:32]3)=[CH:28][CH:29]=2)[CH2:24][CH2:23]1.C(=O)(O)[O-].[Na+]. The catalyst is Cl. The product is [OH:17][C:4]1[C:3]([NH:2][N:18]=[C:34]2[C:35](=[O:36])[N:31]([C:27]3[CH:26]=[C:25]4[C:30](=[CH:29][CH:28]=3)[CH2:22][CH2:23][CH2:24]4)[N:32]=[C:33]2[CH3:37])=[CH:8][CH:7]=[CH:6][C:5]=1[C:9]1[S:13][C:12]([C:14]([OH:16])=[O:15])=[CH:11][CH:10]=1. The yield is 0.0330. (7) The reactants are [Cl:1][C:2]1[CH:7]=[CH:6][C:5]([CH2:8][C:9]([OH:11])=[O:10])=[CH:4][CH:3]=1.[CH2:12](O)[CH3:13]. The catalyst is S(=O)(=O)(O)O. The product is [CH2:12]([O:10][C:9](=[O:11])[CH2:8][C:5]1[CH:4]=[CH:3][C:2]([Cl:1])=[CH:7][CH:6]=1)[CH3:13]. The yield is 0.990.